Dataset: Reaction yield outcomes from USPTO patents with 853,638 reactions. Task: Predict the reaction yield, written as a fraction of the theoretical maximum amount of product (1.0 means a 100% yield; for example, 0.34 means a 34% yield). (1) The product is [F:1][C:2]([F:7])([F:6])[C:3]([OH:5])=[O:4].[F:8][C:9]([F:14])([F:13])[C:10]([OH:12])=[O:11].[Cl:22][C:23]1[CH:24]=[N:25][C:26]2[NH:27][C:28]3[CH:29]=[N:30][CH:31]=[C:32]([CH:53]=3)[CH2:33][CH2:34][C:35]3[CH:43]=[C:39]([NH:40][C:41]=1[N:42]=2)[CH:38]=[CH:37][C:36]=3[NH:44][C:45](=[O:52])[CH2:46][C@@H:47]1[CH2:51][CH2:50][N:49]([C:54]([C:57]2[N:58]=[N:59][NH:60][CH:61]=2)=[O:55])[CH2:48]1. The reactants are [F:1][C:2]([F:7])([F:6])[C:3]([OH:5])=[O:4].[F:8][C:9]([F:14])([F:13])[C:10]([OH:12])=[O:11].FC(F)(F)C(O)=O.[Cl:22][C:23]1[CH:24]=[N:25][C:26]2[NH:27][C:28]3[CH:29]=[N:30][CH:31]=[C:32]([CH:53]=3)[CH2:33][CH2:34][C:35]3[CH:43]=[C:39]([NH:40][C:41]=1[N:42]=2)[CH:38]=[CH:37][C:36]=3[NH:44][C:45](=[O:52])[CH2:46][C@@H:47]1[CH2:51][CH2:50][NH:49][CH2:48]1.[C:54]([C:57]1[N:58]=[N:59][NH:60][CH:61]=1)(O)=[O:55]. No catalyst specified. The yield is 0.870. (2) The reactants are [F:1][C:2]1[CH:7]=[CH:6][C:5]([NH:8][C:9]([C:11]2([C:14]([NH:16][C:17]3[CH:22]=[CH:21][C:20]([O:23][C:24]4[C:33]5[C:28](=[CH:29][C:30]([OH:36])=[C:31]([O:34][CH3:35])[CH:32]=5)[N:27]=[CH:26][CH:25]=4)=[C:19]([F:37])[CH:18]=3)=[O:15])[CH2:13][CH2:12]2)=[O:10])=[CH:4][CH:3]=1.[CH2:38]([N:40]([CH2:44][CH3:45])[CH2:41][CH2:42]O)[CH3:39].C1C=CC(P(C2C=CC=CC=2)C2C=CC=CC=2)=CC=1.CC(OC(/N=N/C(OC(C)C)=O)=O)C. The catalyst is C(Cl)Cl. The product is [CH2:38]([N:40]([CH2:44][CH3:45])[CH2:41][CH2:42][O:36][C:30]1[CH:29]=[C:28]2[C:33]([C:24]([O:23][C:20]3[CH:21]=[CH:22][C:17]([NH:16][C:14]([C:11]4([C:9]([NH:8][C:5]5[CH:6]=[CH:7][C:2]([F:1])=[CH:3][CH:4]=5)=[O:10])[CH2:12][CH2:13]4)=[O:15])=[CH:18][C:19]=3[F:37])=[CH:25][CH:26]=[N:27]2)=[CH:32][C:31]=1[O:34][CH3:35])[CH3:39]. The yield is 0.340. (3) The reactants are CC1(C)C2C=CC=C(P(C3C=CC=CC=3)C3C=CC=CC=3)C=2OC2C1=CC=CC=2P(C1C=CC=CC=1)C1C=CC=CC=1.Cl[C:44]1[N:45]=[CH:46][C:47]2[C:52]([CH:53]=1)=[CH:51][CH:50]=[CH:49][CH:48]=2.C(=O)([O-])[O-].[Cs+].[Cs+].[NH2:60][C:61]1[N:66]=[C:65]([O:67][CH2:68][C:69]([O:71][CH2:72][CH3:73])=[O:70])[C:64]([C:74]#[N:75])=[N:63][CH:62]=1. The catalyst is C1(C)C=CC=CC=1.CN(C=O)C.C1C=CC(/C=C/C(/C=C/C2C=CC=CC=2)=O)=CC=1.C1C=CC(/C=C/C(/C=C/C2C=CC=CC=2)=O)=CC=1.C1C=CC(/C=C/C(/C=C/C2C=CC=CC=2)=O)=CC=1.[Pd].[Pd].CCOCC. The product is [C:74]([C:64]1[C:65]([O:67][CH2:68][C:69]([O:71][CH2:72][CH3:73])=[O:70])=[N:66][C:61]([NH:60][C:44]2[N:45]=[CH:46][C:47]3[C:52]([CH:53]=2)=[CH:51][CH:50]=[CH:49][CH:48]=3)=[CH:62][N:63]=1)#[N:75]. The yield is 0.250. (4) The reactants are [OH:1][C:2]1[C:3]([C:8](=[O:10])[CH3:9])=[N:4][CH:5]=[CH:6][CH:7]=1.O=[C:12]1[CH2:17][CH2:16][N:15]([C:18]([O:20][C:21]([CH3:24])([CH3:23])[CH3:22])=[O:19])[CH2:14][CH2:13]1.N1CCCC1.Cl. The catalyst is CO. The product is [O:10]=[C:8]1[C:3]2=[N:4][CH:5]=[CH:6][CH:7]=[C:2]2[O:1][C:12]2([CH2:17][CH2:16][N:15]([C:18]([O:20][C:21]([CH3:24])([CH3:23])[CH3:22])=[O:19])[CH2:14][CH2:13]2)[CH2:9]1. The yield is 0.400.